This data is from Full USPTO retrosynthesis dataset with 1.9M reactions from patents (1976-2016). The task is: Predict the reactants needed to synthesize the given product. (1) Given the product [CH3:12][N:7]1[CH2:8][CH2:9][C:10]2[N:18]=[C:16]([SH:17])[C:15]([C:13]#[N:14])=[CH:4][C:5]=2[CH2:6]1, predict the reactants needed to synthesize it. The reactants are: CN([CH:4]=[C:5]1[C:10](=O)[CH2:9][CH2:8][N:7]([CH3:12])[CH2:6]1)C.[C:13]([CH2:15][C:16]([NH2:18])=[S:17])#[N:14].CC[O-].[Na+].Cl. (2) Given the product [Cl:1][C:2]1[CH:3]=[C:4]([NH:8][C:9]2[N:14]=[C:13]([C:15]([F:17])([F:18])[F:16])[C:12]([CH:19]=[O:20])=[CH:11][N:10]=2)[CH:5]=[CH:6][CH:7]=1, predict the reactants needed to synthesize it. The reactants are: [Cl:1][C:2]1[CH:3]=[C:4]([NH:8][C:9]2[N:14]=[C:13]([C:15]([F:18])([F:17])[F:16])[C:12]([CH2:19][OH:20])=[CH:11][N:10]=2)[CH:5]=[CH:6][CH:7]=1.[Cl-].[Na+]. (3) Given the product [F:45][C:41]1[CH:40]=[C:39]([CH:44]=[CH:43][CH:42]=1)[CH2:38][N:35]1[C:36]([CH3:37])=[C:32]([C:31]2[C:25]3[C:26](=[N:27][CH:28]=[C:23]([C:20]4[CH:21]=[CH:22][C:17]([N:14]5[CH2:13][CH2:12][N:11]([CH2:10][CH2:9][OH:8])[CH2:16][CH2:15]5)=[CH:18][CH:19]=4)[CH:24]=3)[N:29]([S:47]([C:50]3[CH:51]=[CH:52][C:53]([CH3:54])=[CH:55][CH:56]=3)(=[O:48])=[O:49])[CH:30]=2)[C:33]([CH3:46])=[N:34]1, predict the reactants needed to synthesize it. The reactants are: C([O:8][CH2:9][CH2:10][N:11]1[CH2:16][CH2:15][N:14]([C:17]2[CH:22]=[CH:21][C:20]([C:23]3[CH:24]=[C:25]4[C:31]([C:32]5[C:33]([CH3:46])=[N:34][N:35]([CH2:38][C:39]6[CH:44]=[CH:43][CH:42]=[C:41]([F:45])[CH:40]=6)[C:36]=5[CH3:37])=[CH:30][N:29]([S:47]([C:50]5[CH:56]=[CH:55][C:53]([CH3:54])=[CH:52][CH:51]=5)(=[O:49])=[O:48])[C:26]4=[N:27][CH:28]=3)=[CH:19][CH:18]=2)[CH2:13][CH2:12]1)C1C=CC=CC=1. (4) Given the product [F:1][C:2]1[CH:3]=[C:4]([C:5](=[O:6])[CH2:14][CH2:15][CH3:16])[CH:11]=[CH:12][CH:13]=1, predict the reactants needed to synthesize it. The reactants are: [F:1][C:2]1[CH:3]=[C:4]([CH:11]=[CH:12][CH:13]=1)[C:5](N(OC)C)=[O:6].[CH2:14]([Mg]Cl)[CH2:15][CH3:16].[Cl-].[NH4+]. (5) The reactants are: [NH2:1][C@@H:2]1[C:8](=[O:9])[NH:7][C:6]2[CH:10]=[CH:11][CH:12]=[CH:13][C:5]=2[C:4]2[CH:14]=[CH:15][CH:16]=[CH:17][C:3]1=2.[C:18](O)(=[O:22])[C@H:19]([CH3:21])[OH:20].O.ON1C2C=CC=CC=2N=N1.C(N(C(C)C)C(C)C)C.Cl.CN(C)CCCN=C=NCC. Given the product [OH:20][C@@H:19]([CH3:21])[C:18]([NH:1][C@@H:2]1[C:8](=[O:9])[NH:7][C:6]2[CH:10]=[CH:11][CH:12]=[CH:13][C:5]=2[C:4]2[CH:14]=[CH:15][CH:16]=[CH:17][C:3]1=2)=[O:22], predict the reactants needed to synthesize it. (6) The reactants are: [NH:1]1[CH:5]=[C:4]([C:6]([O:8][CH2:9][CH3:10])=[O:7])[CH:3]=[N:2]1.[H-].[Na+].Br[CH2:14][C:15]#[N:16]. Given the product [C:15]([CH2:14][N:1]1[CH:5]=[C:4]([C:6]([O:8][CH2:9][CH3:10])=[O:7])[CH:3]=[N:2]1)#[N:16], predict the reactants needed to synthesize it. (7) The reactants are: Cl.C(OCC)(=O)C.CO.C(OC([NH:17][CH:18]1[CH2:21][N:20]([C:22]2[S:23][C:24]3[C:30]([C:31]([O:33][CH2:34][CH3:35])=[O:32])=[CH:29][CH:28]=[CH:27][C:25]=3[N:26]=2)[CH2:19]1)=O)(C)(C)C.C1COCC1. Given the product [NH2:17][CH:18]1[CH2:21][N:20]([C:22]2[S:23][C:24]3[C:30]([C:31]([O:33][CH2:34][CH3:35])=[O:32])=[CH:29][CH:28]=[CH:27][C:25]=3[N:26]=2)[CH2:19]1, predict the reactants needed to synthesize it.